Dataset: Full USPTO retrosynthesis dataset with 1.9M reactions from patents (1976-2016). Task: Predict the reactants needed to synthesize the given product. (1) The reactants are: [NH2:1][C:2]1[CH:3]=[C:4]([NH:8][C:9]([NH:11][C:12]2[CH:17]=[CH:16][CH:15]=[CH:14][CH:13]=2)=[O:10])[CH:5]=[CH:6][CH:7]=1.C(N(CC)CC)C.[C:25]1([CH3:35])[CH:30]=[CH:29][C:28]([S:31](Cl)(=[O:33])=[O:32])=[CH:27][CH:26]=1. Given the product [CH3:35][C:25]1[CH:30]=[CH:29][C:28]([S:31]([NH:1][C:2]2[CH:7]=[CH:6][CH:5]=[C:4]([NH:8][C:9]([NH:11][C:12]3[CH:13]=[CH:14][CH:15]=[CH:16][CH:17]=3)=[O:10])[CH:3]=2)(=[O:33])=[O:32])=[CH:27][CH:26]=1, predict the reactants needed to synthesize it. (2) Given the product [CH2:1]([CH:8]1[N:9]2[CH:10]([CH2:33][C:32](=[O:34])[C:26]([C:27]([O:29][CH2:30][CH3:31])=[O:28])=[CH:25]2)[C:11]2[CH:12]=[C:13]([O:20][CH3:21])[C:14]([O:18][CH3:19])=[CH:15][C:16]=2[CH2:17]1)[C:2]1[CH:3]=[CH:4][CH:5]=[CH:6][CH:7]=1, predict the reactants needed to synthesize it. The reactants are: [CH2:1]([CH:8]1[CH2:17][C:16]2[C:11](=[CH:12][C:13]([O:20][CH3:21])=[C:14]([O:18][CH3:19])[CH:15]=2)[CH:10]=[N:9]1)[C:2]1[CH:7]=[CH:6][CH:5]=[CH:4][CH:3]=1.C(O[CH:25]=[C:26]([C:32](=[O:34])[CH3:33])[C:27]([O:29][CH2:30][CH3:31])=[O:28])C. (3) Given the product [CH3:27][C:18]([NH:17][CH2:16][CH:15]([C:12]1[CH:13]=[CH:14][C:9]([OH:8])=[C:10]([CH2:29][OH:30])[CH:11]=1)[OH:28])([CH3:26])[CH2:19][CH2:20][N:21]1[CH:25]=[N:24][CH:23]=[N:22]1, predict the reactants needed to synthesize it. The reactants are: C([O:8][C:9]1[CH:14]=[CH:13][C:12]([CH:15]([OH:28])[CH2:16][NH:17][C:18]([CH3:27])([CH3:26])[CH2:19][CH2:20][N:21]2[CH:25]=[N:24][CH:23]=[N:22]2)=[CH:11][C:10]=1[CH2:29][OH:30])C1C=CC=CC=1. (4) The reactants are: C([O:3][C:4]([C:6]1([NH:15][S:16]([C:19]2[CH:24]=[CH:23][C:22]([O:25][CH2:26][C:27]3[C:36]4[C:31](=[CH:32][CH:33]=[CH:34][CH:35]=4)[N:30]=[C:29]([CH3:37])[CH:28]=3)=[CH:21][CH:20]=2)(=[O:18])=[O:17])[CH2:11][CH2:10][N:9]([C:12](=[O:14])[CH3:13])[CH2:8][CH2:7]1)=[O:5])C.Cl. Given the product [C:12]([N:9]1[CH2:8][CH2:7][C:6]([NH:15][S:16]([C:19]2[CH:20]=[CH:21][C:22]([O:25][CH2:26][C:27]3[C:36]4[C:31](=[CH:32][CH:33]=[CH:34][CH:35]=4)[N:30]=[C:29]([CH3:37])[CH:28]=3)=[CH:23][CH:24]=2)(=[O:18])=[O:17])([C:4]([OH:5])=[O:3])[CH2:11][CH2:10]1)(=[O:14])[CH3:13], predict the reactants needed to synthesize it. (5) Given the product [CH3:31][S:30][C:12]1[N:13]=[C:14]([N:18]2[CH2:19][CH2:20][CH:21]([C:24]3[CH:29]=[CH:28][CH:27]=[CH:26][CH:25]=3)[CH2:22][CH2:23]2)[C:15]([C:16]#[N:17])=[C:10]([O:4][CH2:3][C:2]([F:6])([F:5])[F:1])[N:11]=1, predict the reactants needed to synthesize it. The reactants are: [F:1][C:2]([F:6])([F:5])[CH2:3][OH:4].[H-].[Na+].Cl[C:10]1[C:15]([C:16]#[N:17])=[C:14]([N:18]2[CH2:23][CH2:22][CH:21]([C:24]3[CH:29]=[CH:28][CH:27]=[CH:26][CH:25]=3)[CH2:20][CH2:19]2)[N:13]=[C:12]([S:30][CH3:31])[N:11]=1. (6) Given the product [OH:49][C:31]1[CH:32]=[CH:33][CH:34]=[C:35]2[C:30]=1[N:29]=[C:28]([C:26]([OH:27])=[O:25])[CH:37]=[C:36]2[NH:38][S:39]([C:42]1[CH:47]=[CH:46][C:45]([CH3:48])=[CH:44][CH:43]=1)(=[O:41])=[O:40], predict the reactants needed to synthesize it. The reactants are: COC(C1C=C(O)C2C(=C(OCC3C=CC=CC=3)C=CC=2)N=1)=O.C[O:25][C:26]([C:28]1[CH:37]=[C:36]([NH:38][S:39]([C:42]2[CH:47]=[CH:46][C:45]([CH3:48])=[CH:44][CH:43]=2)(=[O:41])=[O:40])[C:35]2[C:30](=[C:31]([OH:49])[CH:32]=[CH:33][CH:34]=2)[N:29]=1)=[O:27]. (7) The reactants are: [CH:1]1[CH:6]=[CH:5][C:4]([C@H:7]([NH2:11])[C:8]([NH2:10])=[O:9])=[CH:3][CH:2]=1.[CH2:12]1[CH2:18][S:15](=[O:17])(=[O:16])[O:14][CH2:13]1. Given the product [NH2:10][C:8](=[O:9])[C@@H:7]([NH:11][CH2:13][CH2:12][CH2:18][S:15]([OH:17])(=[O:16])=[O:14])[C:4]1[CH:3]=[CH:2][CH:1]=[CH:6][CH:5]=1, predict the reactants needed to synthesize it. (8) Given the product [F:23][C:24]1[CH:25]=[CH:26][C:27]([C:28]([CH:30]2[CH2:31][CH2:32][N:33]([CH2:36][C:37]([N:10]([C@H:8]([C:5]3[CH:6]=[CH:7][C:2]([F:1])=[CH:3][CH:4]=3)[CH3:9])[CH2:11][C:12]3[NH:13][C:14](=[O:22])[C:15]4[CH2:21][O:20][CH2:19][CH2:18][C:16]=4[N:17]=3)=[O:38])[CH2:34][CH2:35]2)=[O:29])=[CH:40][CH:41]=1, predict the reactants needed to synthesize it. The reactants are: [F:1][C:2]1[CH:7]=[CH:6][C:5]([C@@H:8]([NH:10][CH2:11][C:12]2[NH:13][C:14](=[O:22])[C:15]3[CH2:21][O:20][CH2:19][CH2:18][C:16]=3[N:17]=2)[CH3:9])=[CH:4][CH:3]=1.[F:23][C:24]1[CH:41]=[CH:40][C:27]([C:28]([CH:30]2[CH2:35][CH2:34][N:33]([CH2:36][C:37](O)=[O:38])[CH2:32][CH2:31]2)=[O:29])=[CH:26][CH:25]=1. (9) Given the product [CH3:1][N:2]([CH3:9])[CH2:3][CH:4]=[CH:5][C:6]([N:24]1[CH2:23][CH2:22][CH:20]([N:25]2[CH:45]=[C:46]([C:62]([NH2:64])=[O:63])[C:47]([C:49]3[CH:50]=[CH:51][C:52]([O:55][C:56]4[CH:57]=[CH:58][CH:59]=[CH:60][CH:61]=4)=[CH:53][CH:54]=3)=[N:48]2)[CH2:19]1)=[O:7], predict the reactants needed to synthesize it. The reactants are: [CH3:1][N:2]([CH3:9])[CH2:3][CH:4]=[CH:5][C:6](O)=[O:7].CN(C(ON1N=[N:25][C:20]2C=[CH:22][CH:23]=[N:24][C:19]1=2)=[N+](C)C)C.F[P-](F)(F)(F)(F)F.C(N1CCC(C2[N:48]=[C:47]([C:49]3[CH:54]=[CH:53][C:52]([O:55][C:56]4[CH:61]=[CH:60][CH:59]=[CH:58][CH:57]=4)=[CH:51][CH:50]=3)[C:46]([C:62]([NH2:64])=[O:63])=[CH:45]C=2)C1)(=O)C=C.CCN(C(C)C)C(C)C. (10) Given the product [CH3:12][C:13]1([CH3:29])[C:17]([CH3:19])([CH3:18])[O:16][B:15]([C:2]2[CH:3]=[N:4][C:5]([C:8]([F:11])([F:10])[F:9])=[N:6][CH:7]=2)[O:14]1, predict the reactants needed to synthesize it. The reactants are: Br[C:2]1[CH:3]=[N:4][C:5]([C:8]([F:11])([F:10])[F:9])=[N:6][CH:7]=1.[CH3:12][C:13]1([CH3:29])[C:17]([CH3:19])([CH3:18])[O:16][B:15]([B:15]2[O:16][C:17]([CH3:19])([CH3:18])[C:13]([CH3:29])([CH3:12])[O:14]2)[O:14]1.CC([O-])=O.[K+].